From a dataset of Full USPTO retrosynthesis dataset with 1.9M reactions from patents (1976-2016). Predict the reactants needed to synthesize the given product. (1) The reactants are: CN([C:4]([O:8]N1N=NC2C=CC=NC1=2)=[N+:5](C)C)C.F[P-](F)(F)(F)(F)F.[C:25]([OH:31])([C:27]([F:30])([F:29])[F:28])=[O:26].[NH:32]1[CH2:36][CH2:35][CH2:34][C@H:33]1[C:37]1[NH:41][C:40]2[CH:42]=[C:43]([C:46]3[CH:55]=[CH:54][C:53]4[C:48](=[CH:49][C:50]([C:56]5[N:57]=[C:58]([C@@H:61]6[CH2:65][CH2:64][CH2:63][NH:62]6)[NH:59][CH:60]=5)=[CH:51][CH:52]=4)[CH:47]=3)[CH:44]=[CH:45][C:39]=2[N:38]=1.C(N([CH:72]([CH3:74])[CH3:73])CC)(C)C.[CH3:75][O:76][C:77]([NH:79][C@@H:80]([CH:84]([CH3:86])[CH3:85])[C:81](O)=[O:82])=[O:78].[CH3:87][OH:88]. Given the product [C:25]([OH:31])([C:27]([F:30])([F:29])[F:28])=[O:26].[CH3:87][O:88][C:4](=[O:8])[NH:5][C@H:27]([C:25]([N:62]1[CH2:63][CH2:64][CH2:65][C@H:61]1[C:58]1[NH:59][CH:60]=[C:56]([C:50]2[CH:51]=[CH:52][C:53]3[C:48](=[CH:47][C:46]([C:43]4[CH:44]=[CH:45][C:39]5[NH:38][C:37]([C@@H:33]6[CH2:34][CH2:35][CH2:36][N:32]6[C:81](=[O:82])[C@@H:80]([NH:79][C:77]([O:76][CH3:75])=[O:78])[CH:84]([CH3:86])[CH3:85])=[N:41][C:40]=5[CH:42]=4)=[CH:55][CH:54]=3)[CH:49]=2)[N:57]=1)=[O:26])[CH:72]([CH3:73])[CH3:74], predict the reactants needed to synthesize it. (2) Given the product [Br:5][C:6]1[CH:7]=[N:8][C:9]([NH:3][CH2:2][CH2:1][NH2:4])=[N:10][CH:11]=1, predict the reactants needed to synthesize it. The reactants are: [CH2:1]([NH2:4])[CH2:2][NH2:3].[Br:5][C:6]1[CH:7]=[N:8][C:9](Cl)=[N:10][CH:11]=1.C(N(CC)CC)C. (3) Given the product [Br:1][C:2]1[CH:3]=[C:4]2[C:9](=[CH:10][CH:11]=1)[C:8](=[O:12])[NH:7][C:6](=[O:13])/[C:5]/2=[CH:14]\[NH:29][CH2:28][CH2:27][CH2:26][CH2:25][CH2:24][N:23]([CH3:30])[CH3:22], predict the reactants needed to synthesize it. The reactants are: [Br:1][C:2]1[CH:3]=[C:4]2[C:9](=[CH:10][CH:11]=1)[C:8](=[O:12])[NH:7][C:6](=[O:13])[C:5]2=[CH:14]OC.CN(C)C=O.[CH3:22][N:23]([CH3:30])[CH2:24][CH2:25][CH2:26][CH2:27][CH2:28][NH2:29].